This data is from Forward reaction prediction with 1.9M reactions from USPTO patents (1976-2016). The task is: Predict the product of the given reaction. Given the reactants [N:1]1[C:10]2[C:5](=[CH:6][CH:7]=[CH:8][CH:9]=2)[C:4]([CH:11]2[CH2:16][CH2:15][CH:14]([CH2:17][C:18]([O:20][CH2:21][CH3:22])=[O:19])[CH2:13][CH2:12]2)=[CH:3][CH:2]=1.C[Si]([N-][Si](C)(C)C)(C)C.[Na+].[CH2:33](Br)[CH:34]=[CH2:35], predict the reaction product. The product is: [N:1]1[C:10]2[C:5](=[CH:6][CH:7]=[CH:8][CH:9]=2)[C:4]([C@@H:11]2[CH2:12][CH2:13][C@H:14]([CH:17]([CH2:35][CH:34]=[CH2:33])[C:18]([O:20][CH2:21][CH3:22])=[O:19])[CH2:15][CH2:16]2)=[CH:3][CH:2]=1.